From a dataset of Forward reaction prediction with 1.9M reactions from USPTO patents (1976-2016). Predict the product of the given reaction. Given the reactants [NH2:1][C:2]1[CH:10]=[CH:9][CH:8]=[C:7]([CH3:11])[C:3]=1[C:4]([OH:6])=[O:5].[CH2:12]=[C:13]1[O:17][C:15](=O)[CH2:14]1.C(OC(=O)C)(=O)C, predict the reaction product. The product is: [CH3:11][C:7]1[C:3]2[C:4](=[O:6])[O:5][C:15]([CH2:14][C:13](=[O:17])[CH3:12])=[N:1][C:2]=2[CH:10]=[CH:9][CH:8]=1.